This data is from Full USPTO retrosynthesis dataset with 1.9M reactions from patents (1976-2016). The task is: Predict the reactants needed to synthesize the given product. (1) Given the product [N:8]([CH:1]1[CH2:6][CH2:5][CH2:4][CH2:3][CH:2]1[OH:7])=[N+:9]=[N-:10], predict the reactants needed to synthesize it. The reactants are: [CH:1]12[O:7][CH:2]1[CH2:3][CH2:4][CH2:5][CH2:6]2.[N-:8]=[N+:9]=[N-:10].[Na+].CC(C)=O. (2) Given the product [CH2:1]([N:9]1[CH2:13][CH2:12][C@@H:11]([N:14]([CH3:15])[C:30](=[O:31])[CH2:29][N:22]([C:16]2[CH:21]=[CH:20][CH:19]=[CH:18][CH:17]=2)[C:23]2[CH:28]=[CH:27][CH:26]=[CH:25][CH:24]=2)[CH2:10]1)[C:2]1[CH:7]=[CH:6][CH:5]=[CH:4][CH:3]=1, predict the reactants needed to synthesize it. The reactants are: [C:1]([N:9]1[CH2:13][CH2:12][C@@H:11]([NH:14][CH3:15])[CH2:10]1)(=O)[C:2]1[CH:7]=[CH:6][CH:5]=[CH:4][CH:3]=1.[C:16]1([N:22]([CH2:29][C:30](O)=[O:31])[C:23]2[CH:28]=[CH:27][CH:26]=[CH:25][CH:24]=2)[CH:21]=[CH:20][CH:19]=[CH:18][CH:17]=1.C(Cl)CCl. (3) Given the product [CH3:3][C@@:4]12[CH2:17][CH2:16][C:15](=[O:18])[CH2:14][C@H:13]1[CH2:12][CH2:11][C@H:10]1[C@H:5]2[CH2:6][C@@H:7]2[CH2:21][CH2:20][C@H:19]([OH:22])[C@@:8]2([CH3:23])[CH2:9]1, predict the reactants needed to synthesize it. The reactants are: N.[Li].[CH3:3][C@@:4]12[CH2:17][CH2:16][C:15](=[O:18])[CH:14]=[C:13]1[CH2:12][CH2:11][C@H:10]1[C@H:5]2[CH2:6][C@@H:7]2[CH2:21][CH2:20][C@H:19]([OH:22])[C@@:8]2([CH3:23])[CH2:9]1.[NH4+].[Cl-].